Task: Predict the reaction yield, written as a fraction of the theoretical maximum amount of product (1.0 means a 100% yield; for example, 0.34 means a 34% yield).. Dataset: Reaction yield outcomes from USPTO patents with 853,638 reactions (1) The reactants are [ClH:1].O1CCOCC1.OC(C(F)(F)F)=O.[C:15]1([S:21]([N:24]2[CH2:29][CH2:28][N:27](C(OC(C)(C)C)=O)[CH2:26][CH:25]2[CH2:37][O:38][C:39]2[CH:40]=[N:41][CH:42]=[CH:43][CH:44]=2)(=[O:23])=[O:22])[CH:20]=[CH:19][CH:18]=[CH:17][CH:16]=1. No catalyst specified. The product is [ClH:1].[ClH:1].[C:15]1([S:21]([N:24]2[CH2:29][CH2:28][NH:27][CH2:26][CH:25]2[CH2:37][O:38][C:39]2[CH:40]=[N:41][CH:42]=[CH:43][CH:44]=2)(=[O:22])=[O:23])[CH:20]=[CH:19][CH:18]=[CH:17][CH:16]=1. The yield is 0.910. (2) The product is [NH2:15][C:14]1[C:13]([O:18][CH:19]([CH3:21])[CH3:20])=[CH:12][C:7]([C:8]([O:10][CH3:11])=[O:9])=[CH:6][C:5]=1[O:4][CH:1]([CH3:3])[CH3:2]. The catalyst is CO.C(O)=O.[Pd]. The reactants are [CH:1]([O:4][C:5]1[CH:6]=[C:7]([CH:12]=[C:13]([O:18][CH:19]([CH3:21])[CH3:20])[C:14]=1[N+:15]([O-])=O)[C:8]([O:10][CH3:11])=[O:9])([CH3:3])[CH3:2]. The yield is 0.720. (3) The reactants are C(OC(=O)C)(=O)C.[Br:8][C@@:9]1([O:23][C@H:22]([CH2:24][O:25][C:26](=[O:28])[CH3:27])[C@@H:21]([F:29])[C@H:16]([O:17][C:18](=[O:20])[CH3:19])[C@H:11]1[O:12][C:13](=[O:15])[CH3:14])[OH:10]. The catalyst is N1C=CC=CC=1. The product is [Br:8][C@@:9]1([O:23][C@H:22]([CH2:24][O:25][C:26](=[O:28])[CH3:27])[C@H:21]([F:29])[C@H:16]([O:17][C:18](=[O:20])[CH3:19])[C@H:11]1[O:12][C:13](=[O:15])[CH3:14])[OH:10]. The yield is 0.440. (4) The reactants are C1(C)C=CC(S([O:10][S:11]([C:14]2[CH:19]=[CH:18][C:17]([CH3:20])=[CH:16][CH:15]=2)(=[O:13])=[O:12])(=O)=O)=CC=1.C(N(CC)CC)C.[F:29][C:30]1[CH:35]=[CH:34][C:33]([C:36]2[CH:40]=[CH:39][N:38]([CH2:41][CH2:42][CH2:43]O)[C:37]=2[C:45]2[CH:50]=[CH:49][N:48]=[CH:47][CH:46]=2)=[CH:32][CH:31]=1. The catalyst is ClCCl. The product is [F:29][C:30]1[CH:35]=[CH:34][C:33]([C:36]2[CH:40]=[CH:39][N:38]([CH2:41][CH2:42][CH2:43][O:10][S:11]([C:14]3[CH:15]=[CH:16][C:17]([CH3:20])=[CH:18][CH:19]=3)(=[O:12])=[O:13])[C:37]=2[C:45]2[CH:46]=[CH:47][N:48]=[CH:49][CH:50]=2)=[CH:32][CH:31]=1. The yield is 0.530.